This data is from Full USPTO retrosynthesis dataset with 1.9M reactions from patents (1976-2016). The task is: Predict the reactants needed to synthesize the given product. (1) Given the product [Br:30][C:31]1[S:35][C:34]([NH:36][C:26]([NH:27][S:8]([C:6]2[CH:7]=[C:2]([CH3:1])[C:3]([C:13]3[CH:18]=[CH:17][CH:16]=[CH:15][CH:14]=3)=[C:4]([CH3:12])[CH:5]=2)(=[O:10])=[O:9])=[O:25])=[N:33][CH:32]=1, predict the reactants needed to synthesize it. The reactants are: [CH3:1][C:2]1[CH:7]=[C:6]([S:8](Cl)(=[O:10])=[O:9])[CH:5]=[C:4]([CH3:12])[C:3]=1[C:13]1[CH:18]=[CH:17][CH:16]=[CH:15][CH:14]=1.N1C=CC=CC=1.[O-:25][C:26]#[N:27].[Na+].Br.[Br:30][C:31]1[S:35][C:34]([NH2:36])=[N:33][CH:32]=1. (2) Given the product [C:1]([O:5][C:6]([N:8]1[CH2:13][CH2:12][N:11]([C:15]2[CH:20]=[CH:19][C:18]([C:21]([F:23])([F:24])[F:22])=[C:17]([F:25])[CH:16]=2)[CH2:10][CH2:9]1)=[O:7])([CH3:4])([CH3:2])[CH3:3], predict the reactants needed to synthesize it. The reactants are: [C:1]([O:5][C:6]([N:8]1[CH2:13][CH2:12][NH:11][CH2:10][CH2:9]1)=[O:7])([CH3:4])([CH3:3])[CH3:2].Br[C:15]1[CH:20]=[CH:19][C:18]([C:21]([F:24])([F:23])[F:22])=[C:17]([F:25])[CH:16]=1.[Cl-].C(C1C=CC=C(CCC)C=1[N+]1C=CN(C2C(CCC)=CC=CC=2CCC)C=1)CC.CC(C)([O-])C.[Na+]. (3) The reactants are: [CH3:1][C:2]1[O:6][N:5]=[C:4]([C:7]2[CH:12]=[CH:11][CH:10]=[C:9]([C:13]([F:16])([F:15])[F:14])[CH:8]=2)[C:3]=1[C:17]([OH:19])=O.Cl.C(N=C=NCCCN(C)C)C.[F:32][C:33]1[CH:38]=[CH:37][C:36]([N:39]2[CH2:44][CH2:43][NH:42][CH2:41][CH2:40]2)=[CH:35][CH:34]=1. Given the product [F:32][C:33]1[CH:34]=[CH:35][C:36]([N:39]2[CH2:44][CH2:43][N:42]([C:17]([C:3]3[C:4]([C:7]4[CH:12]=[CH:11][CH:10]=[C:9]([C:13]([F:14])([F:15])[F:16])[CH:8]=4)=[N:5][O:6][C:2]=3[CH3:1])=[O:19])[CH2:41][CH2:40]2)=[CH:37][CH:38]=1, predict the reactants needed to synthesize it.